From a dataset of NCI-60 drug combinations with 297,098 pairs across 59 cell lines. Regression. Given two drug SMILES strings and cell line genomic features, predict the synergy score measuring deviation from expected non-interaction effect. (1) Drug 1: CCC(=C(C1=CC=CC=C1)C2=CC=C(C=C2)OCCN(C)C)C3=CC=CC=C3.C(C(=O)O)C(CC(=O)O)(C(=O)O)O. Drug 2: C1=NC(=NC(=O)N1C2C(C(C(O2)CO)O)O)N. Cell line: MOLT-4. Synergy scores: CSS=1.84, Synergy_ZIP=-5.46, Synergy_Bliss=-5.68, Synergy_Loewe=-13.1, Synergy_HSA=-8.83. (2) Drug 1: CC12CCC3C(C1CCC2=O)CC(=C)C4=CC(=O)C=CC34C. Drug 2: C1C(C(OC1N2C=NC3=C2NC=NCC3O)CO)O. Cell line: MCF7. Synergy scores: CSS=29.9, Synergy_ZIP=-0.107, Synergy_Bliss=2.30, Synergy_Loewe=2.50, Synergy_HSA=2.21.